From a dataset of Full USPTO retrosynthesis dataset with 1.9M reactions from patents (1976-2016). Predict the reactants needed to synthesize the given product. (1) Given the product [Cl:23][C:5]1[C:6]([C:8]2[C:9](=[O:22])[N:10]([CH2:20][CH3:21])[C:11]3[C:16]([CH:17]=2)=[CH:15][N:14]=[C:13]([NH:18][CH3:19])[CH:12]=3)=[CH:7][C:2]([NH:1][C:39]([NH:38][C:34]2[CH:35]=[CH:36][CH:37]=[C:32]([F:31])[CH:33]=2)=[O:40])=[C:3]([F:24])[CH:4]=1, predict the reactants needed to synthesize it. The reactants are: [NH2:1][C:2]1[C:3]([F:24])=[CH:4][C:5]([Cl:23])=[C:6]([C:8]2[C:9](=[O:22])[N:10]([CH2:20][CH3:21])[C:11]3[C:16]([CH:17]=2)=[CH:15][N:14]=[C:13]([NH:18][CH3:19])[CH:12]=3)[CH:7]=1.N1C=CC=CC=1.[F:31][C:32]1[CH:37]=[CH:36][CH:35]=[C:34]([N:38]=[C:39]=[O:40])[CH:33]=1. (2) Given the product [OH:1][C:2]1[CH:10]=[CH:9][C:5]([C:6]([OH:8])=[O:7])=[CH:4][C:3]=1[I:12], predict the reactants needed to synthesize it. The reactants are: [OH:1][C:2]1[CH:10]=[CH:9][C:5]([C:6]([OH:8])=[O:7])=[CH:4][CH:3]=1.[Na+].[I-:12].[OH-].[Na+].Cl[O-].[Na+].[O-]S([O-])(=S)=O.[Na+].[Na+].Cl.